This data is from Forward reaction prediction with 1.9M reactions from USPTO patents (1976-2016). The task is: Predict the product of the given reaction. (1) Given the reactants [O:1]=[C:2]([CH2:4][N:5]([C:7](=[NH:9])[NH2:8])[CH3:6])[OH:3].[Mg].[NH2:11][C@H:12](C(O)=O)CC(C)C.C([C@@](CC(=O)[O-])(C[N+](C)(C)C)O)(=O)CC.CC1C(=O)C(OC)=C(OC)C(=O)C=1.C(N)CS(O)(=O)=O.N[C@H](C(O)=O)CCC(=O)N.N[C@H](C(O)=O)CC1C=CC(O)=CC=1.C1N=C(N)C2N=CN([C@@H]3O[C@H](COP(OP(OP([O-])(O)=O)([O-])=O)(O)=O)[C@@H](O)[C@H]3O)C=2N=1.[Na+].[Na+].C(O)[C@H]1O[C@H](O[C@H]2O[C@H](CO)[C@@H](O)[C@H](O)[C@H]2O)[C@H](O)[C@@H](O)[C@@H]1O.O=C[C@@H]([C@H]([C@@H]([C@@H](CO)O)O)O)O.P([O-])([O-])([O-])=O.[Ca+2].P([O-])([O-])([O-])=O.[Ca+2].[Ca+2].C([O-])(=O)CC(CC([O-])=O)(C([O-])=O)O.[Ca+2].C([O-])(=O)CC(CC([O-])=O)(C([O-])=O)O.[Ca+2].[Ca+2].C(=O)(O)[O-].[Ca+2].C(=O)(O)[O-].C1N=CNC=1C[C@H](NC(CCN)=O)C(O)=O, predict the reaction product. The product is: [NH2:11][CH2:12][CH2:4][C:2]([OH:3])=[O:1].[O:1]=[C:2]([CH2:4][N:5]([C:7](=[NH:8])[NH2:9])[CH3:6])[OH:3]. (2) Given the reactants [NH2:1][C:2]1[N:34]=[C:5]2[C:6]([C:24]3[CH:29]=[CH:28][CH:27]=[C:26]([C:30]([F:33])([F:32])[F:31])[CH:25]=3)=[C:7]([CH3:23])[C:8]([C:10]3[N:14]([C:15]4[CH:22]=[CH:21][C:18]([C:19]#[N:20])=[CH:17][CH:16]=4)[N:13]=[CH:12][CH:11]=3)=[CH:9][N:4]2[N:3]=1.[CH3:35][S:36](Cl)(=[O:38])=[O:37].O, predict the reaction product. The product is: [C:19]([C:18]1[CH:17]=[CH:16][C:15]([N:14]2[C:10]([C:8]3[C:7]([CH3:23])=[C:6]([C:24]4[CH:29]=[CH:28][CH:27]=[C:26]([C:30]([F:32])([F:33])[F:31])[CH:25]=4)[C:5]4[N:4]([N:3]=[C:2]([NH:1][S:36]([CH3:35])(=[O:38])=[O:37])[N:34]=4)[CH:9]=3)=[CH:11][CH:12]=[N:13]2)=[CH:22][CH:21]=1)#[N:20]. (3) Given the reactants [CH2:1]([Zn]CC)C.FC(F)(F)C(O)=O.ICI.[F:16][C:17]1[C:27]2[CH2:26][CH2:25][CH2:24][C:23](=[O:28])[N:22]([CH:29]=[CH2:30])[C:21]=2[C:20]([F:31])=[CH:19][C:18]=1[F:32].[NH4+].[Cl-], predict the reaction product. The product is: [CH:29]1([N:22]2[C:23](=[O:28])[CH2:24][CH2:25][CH2:26][C:27]3[C:17]([F:16])=[C:18]([F:32])[CH:19]=[C:20]([F:31])[C:21]2=3)[CH2:1][CH2:30]1. (4) Given the reactants Br[C:2]1[CH:15]=[C:14]([F:16])[C:13]2[O:12][C:11]3[C:6](=[CH:7][C:8]([O:17][CH3:18])=[CH:9][CH:10]=3)[C@@:5]3([CH2:22][O:21][C:20]([NH2:23])=[N:19]3)[C:4]=2[CH:3]=1.C([Li])CCC.N#N.[O:31]1[CH2:34][C:33](=[O:35])[CH2:32]1, predict the reaction product. The product is: [NH2:23][C:20]1[O:21][CH2:22][C@:5]2([N:19]=1)[C:6]1[CH:7]=[C:8]([O:17][CH3:18])[CH:9]=[CH:10][C:11]=1[O:12][C:13]1[C:4]2=[CH:3][C:2]([C:33]2([OH:35])[CH2:34][O:31][CH2:32]2)=[CH:15][C:14]=1[F:16]. (5) Given the reactants [O:1]=[C:2]1[C:11]2[C:10]([CH2:12][CH2:13][C:14]([OH:16])=O)=[CH:9][NH:8][C:7]=2[CH2:6][CH2:5][CH2:4][CH2:3]1.[C:17](N1C=CN=C1)([N:19]1C=CN=[CH:20]1)=O.CNC.O, predict the reaction product. The product is: [CH3:17][N:19]([CH3:20])[C:14](=[O:16])[CH2:13][CH2:12][C:10]1[C:11]2[C:2](=[O:1])[CH2:3][CH2:4][CH2:5][CH2:6][C:7]=2[NH:8][CH:9]=1. (6) Given the reactants [Cl-].[OH:2][C@H:3]([C:15]1[CH:24]=[CH:23][C:18]2[C:19](=[O:22])[O:20][CH2:21][C:17]=2[C:16]=1[CH3:25])[CH2:4]N1CC2(CCCC2)[NH2+]CC1, predict the reaction product. The product is: [CH3:25][C:16]1[C:17]2[CH2:21][O:20][C:19](=[O:22])[C:18]=2[CH:23]=[CH:24][C:15]=1[C@@H:3]1[CH2:4][O:2]1. (7) Given the reactants [F:1][C:2]1[CH:3]=[N:4][C:5]([O:17][C:18]2[CH:23]=[CH:22][CH:21]=[C:20]([S:24][CH3:25])[CH:19]=2)=[C:6]([CH:16]=1)[C:7]([NH:9][CH:10]1[CH2:15][CH2:14][NH:13][CH2:12][CH2:11]1)=[O:8].ON1C2C=CC=CC=2N=N1.CN1CCOCC1.[O:43]=[C:44]1[NH:48][CH:47]([C:49](O)=[O:50])[CH2:46][CH2:45]1.Cl.CN(C)CCCN=C=NCC, predict the reaction product. The product is: [NH3:4].[F:1][C:2]1[CH:3]=[N:4][C:5]([O:17][C:18]2[CH:23]=[CH:22][CH:21]=[C:20]([S:24][CH3:25])[CH:19]=2)=[C:6]([CH:16]=1)[C:7]([NH:9][CH:10]1[CH2:11][CH2:12][N:13]([C:49]([CH:47]2[CH2:46][CH2:45][C:44](=[O:43])[NH:48]2)=[O:50])[CH2:14][CH2:15]1)=[O:8]. (8) Given the reactants CS(OC[CH:7]1[CH2:12][CH2:11][CH:10]([NH:13][C:14]2[C:23]3[C:18](=[CH:19][CH:20]=[C:21]([Cl:24])[N:22]=3)[N:17]=[CH:16][C:15]=2[C:25](=[O:27])[CH3:26])[CH2:9][CH2:8]1)(=O)=O.N[C@H]1CC[C@H]([CH2:35][N:36]2[CH2:41][CH2:40][N:39]([C:42]([O:44][C:45]([CH3:48])([CH3:47])[CH3:46])=[O:43])[CH2:38][CH2:37]2)CC1, predict the reaction product. The product is: [C:25]([C:15]1[CH:16]=[N:17][C:18]2[C:23]([C:14]=1[NH:13][C@H:10]1[CH2:9][CH2:8][C@H:7]([CH2:35][N:36]3[CH2:41][CH2:40][N:39]([C:42]([O:44][C:45]([CH3:48])([CH3:47])[CH3:46])=[O:43])[CH2:38][CH2:37]3)[CH2:12][CH2:11]1)=[N:22][C:21]([Cl:24])=[CH:20][CH:19]=2)(=[O:27])[CH3:26]. (9) Given the reactants [Cl:1][CH2:2][CH2:3]SC1C=CC(C(O)=O)=CC=1.Cl[C:15]1[CH:20]=[CH:19][CH:18]=[C:17]([C:21]([O:23]O)=[O:22])[CH:16]=1.[S:25]([O-:29])([O-])(=[O:27])=S.[Na+].[Na+], predict the reaction product. The product is: [Cl:1][CH2:2][CH2:3][S:25]([C:20]1[CH:19]=[CH:18][C:17]([C:21]([OH:23])=[O:22])=[CH:16][CH:15]=1)(=[O:29])=[O:27]. (10) The product is: [CH3:23][O:24][C:25]1[CH:26]=[C:27]([NH:31][C:32]([NH:1][C:2]2[CH:3]=[CH:4][C:5]([O:12][CH2:13][C:14]3[CH:15]=[CH:16][C:17]([CH:20]([CH3:21])[CH3:22])=[CH:18][CH:19]=3)=[C:6]([C:8](=[O:11])[CH2:9][CH3:10])[CH:7]=2)=[O:33])[CH:28]=[CH:29][CH:30]=1. Given the reactants [NH2:1][C:2]1[CH:3]=[CH:4][C:5]([O:12][CH2:13][C:14]2[CH:19]=[CH:18][C:17]([CH:20]([CH3:22])[CH3:21])=[CH:16][CH:15]=2)=[C:6]([C:8](=[O:11])[CH2:9][CH3:10])[CH:7]=1.[CH3:23][O:24][C:25]1[CH:26]=[C:27]([N:31]=[C:32]=[O:33])[CH:28]=[CH:29][CH:30]=1, predict the reaction product.